This data is from Forward reaction prediction with 1.9M reactions from USPTO patents (1976-2016). The task is: Predict the product of the given reaction. Given the reactants [H-].[H-].[H-].[H-].[Li+].[Al+3].[C:7]([O:11][C:12]([N:14]([CH2:23][CH3:24])[C:15]([CH3:22])([CH3:21])[C:16](OCC)=[O:17])=[O:13])([CH3:10])([CH3:9])[CH3:8], predict the reaction product. The product is: [CH2:23]([N:14]([C:15]([CH3:21])([CH3:22])[CH2:16][OH:17])[C:12](=[O:13])[O:11][C:7]([CH3:10])([CH3:8])[CH3:9])[CH3:24].